Dataset: NCI-60 drug combinations with 297,098 pairs across 59 cell lines. Task: Regression. Given two drug SMILES strings and cell line genomic features, predict the synergy score measuring deviation from expected non-interaction effect. (1) Drug 1: C1=NC2=C(N1)C(=S)N=C(N2)N. Drug 2: C1=CC=C(C=C1)NC(=O)CCCCCCC(=O)NO. Cell line: DU-145. Synergy scores: CSS=49.4, Synergy_ZIP=-1.95, Synergy_Bliss=0.879, Synergy_Loewe=3.21, Synergy_HSA=6.24. (2) Synergy scores: CSS=14.8, Synergy_ZIP=-3.57, Synergy_Bliss=1.10, Synergy_Loewe=1.83, Synergy_HSA=2.02. Drug 1: CN1CCC(CC1)COC2=C(C=C3C(=C2)N=CN=C3NC4=C(C=C(C=C4)Br)F)OC. Drug 2: C#CCC(CC1=CN=C2C(=N1)C(=NC(=N2)N)N)C3=CC=C(C=C3)C(=O)NC(CCC(=O)O)C(=O)O. Cell line: SN12C. (3) Drug 1: C1C(C(OC1N2C=C(C(=O)NC2=O)F)CO)O. Drug 2: CCN(CC)CCCC(C)NC1=C2C=C(C=CC2=NC3=C1C=CC(=C3)Cl)OC. Cell line: IGROV1. Synergy scores: CSS=3.10, Synergy_ZIP=-1.65, Synergy_Bliss=1.70, Synergy_Loewe=-3.48, Synergy_HSA=1.03.